This data is from Catalyst prediction with 721,799 reactions and 888 catalyst types from USPTO. The task is: Predict which catalyst facilitates the given reaction. (1) Reactant: [F:1][C:2]([F:14])([F:13])[C:3]1[CH:4]=[C:5]([CH:9]=[C:10]([Br:12])[CH:11]=1)[C:6](O)=[O:7].C[N:16](C)CCCN=C=NCC.ON1C2C=CC=CC=2N=N1.N. Product: [Br:12][C:10]1[CH:9]=[C:5]([CH:4]=[C:3]([C:2]([F:14])([F:13])[F:1])[CH:11]=1)[C:6]([NH2:16])=[O:7]. The catalyst class is: 35. (2) Product: [CH:25]1([CH2:24][O:23][C:20]2[CH:21]=[CH:22][C:16]3[O:15][C:14]([C:12]4[O:11][N:10]=[C:9]([O:8][CH2:7][CH:6]([NH:10][C:9](=[O:8])[CH3:13])[CH2:28][F:29])[CH:13]=4)=[N:18][C:17]=3[CH:19]=2)[CH2:26][CH2:27]1. The catalyst class is: 6. Reactant: CS(O[CH:6]([CH2:28][F:29])[CH2:7][O:8][C:9]1[CH:13]=[C:12]([C:14]2[O:15][C:16]3[CH:22]=[CH:21][C:20]([O:23][CH2:24][CH:25]4[CH2:27][CH2:26]4)=[CH:19][C:17]=3[N:18]=2)[O:11][N:10]=1)(=O)=O.[N-]=[N+]=[N-].[Na+].CS(C)=O. (3) Reactant: BrC1C=CC(S([O:11][C@@H:12]2[CH2:16][N:15]([C:17]([O:19][C:20]([CH3:23])([CH3:22])[CH3:21])=[O:18])[C@H:14]([C:24]([O:26][CH3:27])=[O:25])[CH2:13]2)(=O)=O)=CC=1.[Br:28][C:29]1[C:38]2[C:33](=[CH:34][CH:35]=[CH:36][CH:37]=2)[CH:32]=[CH:31][C:30]=1O.C([O-])([O-])=O.[Cs+].[Cs+].O. Product: [Br:28][C:29]1[C:38]2[C:33](=[CH:34][CH:35]=[CH:36][CH:37]=2)[CH:32]=[CH:31][C:30]=1[O:11][C@H:12]1[CH2:16][N:15]([C:17]([O:19][C:20]([CH3:21])([CH3:22])[CH3:23])=[O:18])[C@H:14]([C:24]([O:26][CH3:27])=[O:25])[CH2:13]1. The catalyst class is: 296.